Dataset: Full USPTO retrosynthesis dataset with 1.9M reactions from patents (1976-2016). Task: Predict the reactants needed to synthesize the given product. Given the product [CH3:17][O:1][C:2]1[CH:3]=[CH:4][C:5]2[S:16][C:9]3[C:10](=[O:15])[NH:11][CH2:12][CH2:13][S:14][C:8]=3[C:6]=2[CH:7]=1, predict the reactants needed to synthesize it. The reactants are: [OH:1][C:2]1[CH:3]=[CH:4][C:5]2[S:16][C:9]3[C:10](=[O:15])[NH:11][CH2:12][CH2:13][S:14][C:8]=3[C:6]=2[CH:7]=1.[C:17]([O-])([O-])=O.[K+].[K+].CI.